Dataset: Forward reaction prediction with 1.9M reactions from USPTO patents (1976-2016). Task: Predict the product of the given reaction. (1) Given the reactants Br[CH2:2][C:3]([C:5]1[CH:10]=[CH:9][C:8]([NH:11][S:12]([C:15]([F:18])([F:17])[F:16])(=[O:14])=[O:13])=[CH:7][C:6]=1[Cl:19])=O.[CH:20]1([CH2:26][C:27]2[CH:32]=[C:31]([C:33](=[S:35])[NH2:34])[CH:30]=[CH:29][N:28]=2)[CH2:25][CH2:24][CH2:23][CH2:22][CH2:21]1, predict the reaction product. The product is: [Cl:19][C:6]1[CH:7]=[C:8]([NH:11][S:12]([C:15]([F:18])([F:17])[F:16])(=[O:14])=[O:13])[CH:9]=[CH:10][C:5]=1[C:3]1[N:34]=[C:33]([C:31]2[CH:30]=[CH:29][N:28]=[C:27]([CH2:26][CH:20]3[CH2:25][CH2:24][CH2:23][CH2:22][CH2:21]3)[CH:32]=2)[S:35][CH:2]=1. (2) Given the reactants [Cl:1][C:2]1[N:7]=[C:6](Cl)[CH:5]=[C:4]([Cl:9])[N:3]=1.Cl.[CH2:11]([O:13][CH2:14][CH2:15][CH2:16][NH:17][C:18](=[O:25])[C@H:19]([CH2:21][CH:22]([CH3:24])[CH3:23])[NH2:20])[CH3:12].C(N(CC)C(C)C)(C)C, predict the reaction product. The product is: [CH2:11]([O:13][CH2:14][CH2:15][CH2:16][NH:17][C:18](=[O:25])[CH:19]([NH:20][C:6]1[CH:5]=[C:4]([Cl:9])[N:3]=[C:2]([Cl:1])[N:7]=1)[CH2:21][CH:22]([CH3:23])[CH3:24])[CH3:12].